From a dataset of Reaction yield outcomes from USPTO patents with 853,638 reactions. Predict the reaction yield, written as a fraction of the theoretical maximum amount of product (1.0 means a 100% yield; for example, 0.34 means a 34% yield). (1) The reactants are [Cl-].O[NH3+:3].[C:4](=[O:7])([O-])[OH:5].[Na+].CS(C)=O.[CH2:13]([C:17]1[N:18]=[C:19]([CH3:47])[N:20]([C:39]2[CH:44]=[CH:43][C:42]([F:45])=[C:41]([CH3:46])[CH:40]=2)[C:21](=[O:38])[C:22]=1[CH2:23][C:24]1[CH:29]=[CH:28][C:27]([C:30]2[C:31]([C:36]#[N:37])=[CH:32][CH:33]=[CH:34][CH:35]=2)=[CH:26][CH:25]=1)[CH2:14][CH2:15][CH3:16]. The catalyst is O.C(OCC)(=O)C. The product is [CH2:13]([C:17]1[N:18]=[C:19]([CH3:47])[N:20]([C:39]2[CH:44]=[CH:43][C:42]([F:45])=[C:41]([CH3:46])[CH:40]=2)[C:21](=[O:38])[C:22]=1[CH2:23][C:24]1[CH:25]=[CH:26][C:27]([C:30]2[CH:35]=[CH:34][CH:33]=[CH:32][C:31]=2[C:36]2[NH:3][C:4](=[O:7])[O:5][N:37]=2)=[CH:28][CH:29]=1)[CH2:14][CH2:15][CH3:16]. The yield is 0.680. (2) The reactants are Cl[C:2]1[N:7]=[C:6]([Cl:8])[N:5]=[C:4]([N:9]2[CH2:14][CH2:13][O:12][CH2:11][CH2:10]2)[N:3]=1.[CH3:15][NH:16][C:17]([NH:19][C:20]1[CH:25]=[CH:24][C:23](B2OC(C)(C)C(C)(C)O2)=[CH:22][CH:21]=1)=[O:18].C([O-])([O-])=O.[Na+].[Na+]. The catalyst is COCCOC.C1C=CC([P]([Pd]([P](C2C=CC=CC=2)(C2C=CC=CC=2)C2C=CC=CC=2)([P](C2C=CC=CC=2)(C2C=CC=CC=2)C2C=CC=CC=2)[P](C2C=CC=CC=2)(C2C=CC=CC=2)C2C=CC=CC=2)(C2C=CC=CC=2)C2C=CC=CC=2)=CC=1. The product is [Cl:8][C:6]1[N:5]=[C:4]([N:9]2[CH2:14][CH2:13][O:12][CH2:11][CH2:10]2)[N:3]=[C:2]([C:23]2[CH:22]=[CH:21][C:20]([NH:19][C:17]([NH:16][CH3:15])=[O:18])=[CH:25][CH:24]=2)[N:7]=1. The yield is 0.340. (3) The reactants are [Br:1][C:2]1[CH:3]=[C:4]2[C:9](=[CH:10][CH:11]=1)[O:8][C:7]([CH2:12][N:13]1[CH2:18][CH2:17][O:16][CH2:15][CH2:14]1)=[C:6]([C:19]1[CH:24]=[CH:23][CH:22]=[CH:21][CH:20]=1)[C:5]2=[O:25].[ClH:26]. The catalyst is C1COCC1.C(OCC)C. The product is [ClH:26].[Br:1][C:2]1[CH:3]=[C:4]2[C:9](=[CH:10][CH:11]=1)[O:8][C:7]([CH2:12][N:13]1[CH2:18][CH2:17][O:16][CH2:15][CH2:14]1)=[C:6]([C:19]1[CH:24]=[CH:23][CH:22]=[CH:21][CH:20]=1)[C:5]2=[O:25]. The yield is 0.990. (4) The reactants are Cl[C:2]1[C:11]2[C:6](=[CH:7][C:8]([Cl:12])=[CH:9][CH:10]=2)[N:5]=[CH:4][CH:3]=1.[CH:13]([N:16]([CH:32]([CH3:34])[CH3:33])[CH2:17][CH2:18][CH2:19][CH:20]([NH2:31])[CH2:21][CH2:22][CH2:23][N:24]([CH:28]([CH3:30])[CH3:29])[CH:25]([CH3:27])[CH3:26])([CH3:15])[CH3:14].[OH-].[Na+]. No catalyst specified. The product is [Cl:12][C:8]1[CH:7]=[C:6]2[C:11]([C:2]([NH:31][CH:20]([CH2:19][CH2:18][CH2:17][N:16]([CH:32]([CH3:34])[CH3:33])[CH:13]([CH3:15])[CH3:14])[CH2:21][CH2:22][CH2:23][N:24]([CH:25]([CH3:26])[CH3:27])[CH:28]([CH3:29])[CH3:30])=[CH:3][CH:4]=[N:5]2)=[CH:10][CH:9]=1. The yield is 0.300. (5) The reactants are [CH3:1][O:2][C:3]([C:5]1[CH:6]=[C:7]2[C:11](=[CH:12][CH:13]=1)[NH:10][CH:9]=[CH:8]2)=[O:4].[CH:14](I)([CH3:16])[CH3:15].[H-].[Na+].Cl. The catalyst is CN(C)C=O. The product is [CH3:1][O:2][C:3]([C:5]1[CH:6]=[C:7]2[C:11](=[CH:12][CH:13]=1)[N:10]([CH:14]([CH3:16])[CH3:15])[CH:9]=[CH:8]2)=[O:4]. The yield is 0.890. (6) The reactants are [Si:1]([O:18][CH2:19][C:20]1[CH:21]=[C:22]2[C:26](=[CH:27][C:28]=1[S:29]([CH3:32])(=[O:31])=[O:30])[NH:25][C:24]([C:33](=[O:37])[CH:34]([CH3:36])[CH3:35])=[CH:23]2)([C:14]([CH3:17])([CH3:16])[CH3:15])([C:8]1[CH:13]=[CH:12][CH:11]=[CH:10][CH:9]=1)[C:2]1[CH:7]=[CH:6][CH:5]=[CH:4][CH:3]=1.[C:38]([NH:45][CH2:46][CH2:47]Br)([O:40][C:41]([CH3:44])([CH3:43])[CH3:42])=[O:39].[OH-].[Na+]. The catalyst is [I-].C([N+](CCCC)(CCCC)CCCC)CCC.C(Cl)Cl.C1(C)C=CC=CC=1.C(Cl)Cl. The product is [Si:1]([O:18][CH2:19][C:20]1[CH:21]=[C:22]2[C:26](=[CH:27][C:28]=1[S:29]([CH3:32])(=[O:30])=[O:31])[N:25]([CH2:47][CH2:46][NH:45][C:38](=[O:39])[O:40][C:41]([CH3:44])([CH3:43])[CH3:42])[C:24]([C:33](=[O:37])[CH:34]([CH3:35])[CH3:36])=[CH:23]2)([C:14]([CH3:17])([CH3:16])[CH3:15])([C:8]1[CH:13]=[CH:12][CH:11]=[CH:10][CH:9]=1)[C:2]1[CH:7]=[CH:6][CH:5]=[CH:4][CH:3]=1. The yield is 0.350.